Dataset: Catalyst prediction with 721,799 reactions and 888 catalyst types from USPTO. Task: Predict which catalyst facilitates the given reaction. (1) Reactant: [NH2:1][C:2]1[CH:3]=[CH:4][C:5]([O:8][C:9]2[C:10]([F:31])=[CH:11][C:12]([F:30])=[C:13]([NH:15][C:16](=[O:29])[C:17]3[CH:22]=[CH:21][CH:20]=[C:19]([C:23]4([C:26]#[N:27])[CH2:25][CH2:24]4)[C:18]=3[Cl:28])[CH:14]=2)=[N:6][CH:7]=1.[S-:32][C:33]#[N:34].[K+].BrBr. Product: [NH2:34][C:33]1[S:32][C:7]2[C:2]([N:1]=1)=[CH:3][CH:4]=[C:5]([O:8][C:9]1[C:10]([F:31])=[CH:11][C:12]([F:30])=[C:13]([NH:15][C:16](=[O:29])[C:17]3[CH:22]=[CH:21][CH:20]=[C:19]([C:23]4([C:26]#[N:27])[CH2:24][CH2:25]4)[C:18]=3[Cl:28])[CH:14]=1)[N:6]=2. The catalyst class is: 15. (2) Reactant: C([S@]([NH:7][C@@H:8]([C:10]1[CH:15]=[CH:14][C:13]([NH:16][S:17]([CH3:20])(=[O:19])=[O:18])=[C:12]([CH3:21])[CH:11]=1)[CH3:9])=O)(C)(C)C.[ClH:22].CO. Product: [ClH:22].[NH2:7][C@@H:8]([C:10]1[CH:15]=[CH:14][C:13]([NH:16][S:17]([CH3:20])(=[O:19])=[O:18])=[C:12]([CH3:21])[CH:11]=1)[CH3:9]. The catalyst class is: 12. (3) Reactant: Cl.N[C@H]1CCCC[C@H]1CNC.[F:12][C:13]1[CH:18]=[C:17]([F:19])[CH:16]=[CH:15][C:14]=1[CH2:20][NH:21][C:22]([C:24]1[C:25](=[O:52])[C:26]([O:44]CC2C=CC=CC=2)=[C:27]2[C:41](=[O:42])[N:31]3[CH:32]4[CH:37]([CH2:38][N:39]([CH3:40])[CH:30]3[CH2:29][N:28]2[CH:43]=1)[CH2:36][CH2:35][CH2:34][CH2:33]4)=[O:23]. Product: [F:12][C:13]1[CH:18]=[C:17]([F:19])[CH:16]=[CH:15][C:14]=1[CH2:20][NH:21][C:22]([C:24]1[C:25](=[O:52])[C:26]([OH:44])=[C:27]2[C:41](=[O:42])[N:31]3[CH:32]4[CH:37]([CH2:38][N:39]([CH3:40])[CH:30]3[CH2:29][N:28]2[CH:43]=1)[CH2:36][CH2:35][CH2:34][CH2:33]4)=[O:23]. The catalyst class is: 45. (4) Reactant: [CH3:1][O:2][C:3]1[N:8]=[C:7]([NH2:9])[CH:6]=[CH:5][C:4]=1[C:10]1[CH:11]=[N:12][N:13]([CH3:15])[CH:14]=1.Cl[C:17]1[CH:18]=[CH:19][C:20]2[CH2:21][N:22]([CH3:35])[CH:23]([CH3:34])[CH:24]([C:28]3[S:29][CH:30]=[C:31]([CH3:33])[N:32]=3)[O:25][C:26]=2[N:27]=1.C(=O)([O-])[O-].[Cs+].[Cs+].C1(P(C2CCCCC2)C2C=CC=CC=2C2C=CC=CC=2)CCCCC1. Product: [CH3:1][O:2][C:3]1[N:8]=[C:7]([NH:9][C:17]2[CH:18]=[CH:19][C:20]3[CH2:21][N:22]([CH3:35])[CH:23]([CH3:34])[CH:24]([C:28]4[S:29][CH:30]=[C:31]([CH3:33])[N:32]=4)[O:25][C:26]=3[N:27]=2)[CH:6]=[CH:5][C:4]=1[C:10]1[CH:11]=[N:12][N:13]([CH3:15])[CH:14]=1. The catalyst class is: 848. (5) Reactant: C(OC(=O)[NH:7][C:8]1[CH:13]=[C:12]([N:14]2[CH2:19][CH2:18][O:17][CH2:16][CH2:15]2)[C:11]([C:20]#[N:21])=[CH:10][C:9]=1[NH:22][C:23](=[O:46])[CH2:24][C:25](=O)[C:26]1[CH:31]=[CH:30][CH:29]=[C:28]([N:32]2[C:36]([CH2:37][O:38]C3CCCCO3)=[CH:35][N:34]=[N:33]2)[CH:27]=1)(C)(C)C.C(O)(C(F)(F)F)=O. Product: [OH:38][CH2:37][C:36]1[N:32]([C:28]2[CH:27]=[C:26]([C:25]3[CH2:24][C:23](=[O:46])[NH:22][C:9]4[CH:10]=[C:11]([C:20]#[N:21])[C:12]([N:14]5[CH2:19][CH2:18][O:17][CH2:16][CH2:15]5)=[CH:13][C:8]=4[N:7]=3)[CH:31]=[CH:30][CH:29]=2)[N:33]=[N:34][CH:35]=1. The catalyst class is: 2. (6) Reactant: [C:1]([O:5][C:6]([NH:8][CH:9]([CH2:13][C:14]1[CH:19]=[CH:18][C:17]([O:20][C:21]2[CH:26]=[CH:25][C:24]([CH:27]=[O:28])=[CH:23][CH:22]=2)=[CH:16][CH:15]=1)[C:10](O)=[O:11])=[O:7])([CH3:4])([CH3:3])[CH3:2].[CH2:29]([N:31](CC)[CH2:32]C)C.CN([P+](ON1N=NC2C=CC=CC1=2)(N(C)C)N(C)C)C.F[P-](F)(F)(F)(F)F.CNC. Product: [C:1]([O:5][C:6](=[O:7])[NH:8][CH:9]([C:10](=[O:11])[N:31]([CH3:32])[CH3:29])[CH2:13][C:14]1[CH:19]=[CH:18][C:17]([O:20][C:21]2[CH:26]=[CH:25][C:24]([CH:27]=[O:28])=[CH:23][CH:22]=2)=[CH:16][CH:15]=1)([CH3:4])([CH3:3])[CH3:2]. The catalyst class is: 2. (7) Reactant: C(OC(=O)[NH:7][C:8]1[CH:13]=[C:12]([CH3:14])[C:11]([C:15]([F:18])([F:17])[F:16])=[CH:10][C:9]=1[NH:19][C:20](=[O:38])[CH2:21][C:22]([C:24]1[CH:29]=[CH:28][CH:27]=[C:26]([C:30]2[C:31]([CH2:36][CH3:37])=[N:32][CH:33]=[CH:34][CH:35]=2)[CH:25]=1)=O)(C)(C)C.C(O)(C(F)(F)F)=O. Product: [CH2:36]([C:31]1[C:30]([C:26]2[CH:25]=[C:24]([C:22]3[CH2:21][C:20](=[O:38])[NH:19][C:9]4[CH:10]=[C:11]([C:15]([F:17])([F:16])[F:18])[C:12]([CH3:14])=[CH:13][C:8]=4[N:7]=3)[CH:29]=[CH:28][CH:27]=2)=[CH:35][CH:34]=[CH:33][N:32]=1)[CH3:37]. The catalyst class is: 2.